This data is from Merck oncology drug combination screen with 23,052 pairs across 39 cell lines. The task is: Regression. Given two drug SMILES strings and cell line genomic features, predict the synergy score measuring deviation from expected non-interaction effect. (1) Drug 1: O=S1(=O)NC2(CN1CC(F)(F)F)C1CCC2Cc2cc(C=CCN3CCC(C(F)(F)F)CC3)ccc2C1. Drug 2: O=P1(N(CCCl)CCCl)NCCCO1. Cell line: SKMEL30. Synergy scores: synergy=4.96. (2) Drug 1: O=c1[nH]cc(F)c(=O)[nH]1. Drug 2: Cn1cc(-c2cnn3c(N)c(Br)c(C4CCCNC4)nc23)cn1. Cell line: HT29. Synergy scores: synergy=8.39.